Predict the reactants needed to synthesize the given product. From a dataset of Full USPTO retrosynthesis dataset with 1.9M reactions from patents (1976-2016). (1) Given the product [C:13]([Si:17]([CH3:24])([CH3:23])[O:18][CH2:19][CH:20]([CH3:21])[O:22][N:45]1[C:49](=[O:50])[C:48]2[C:47](=[CH:54][CH:53]=[CH:52][CH:51]=2)[C:46]1=[O:55])([CH3:15])([CH3:14])[CH3:16], predict the reactants needed to synthesize it. The reactants are: CCOC(/N=N/C(OCC)=O)=O.[C:13]([Si:17]([CH3:24])([CH3:23])[O:18][CH2:19][CH:20]([OH:22])[CH3:21])([CH3:16])([CH3:15])[CH3:14].C1(P(C2C=CC=CC=2)C2C=CC=CC=2)C=CC=CC=1.O[N:45]1[C:49](=[O:50])[C:48]2=[CH:51][CH:52]=[CH:53][CH:54]=[C:47]2[C:46]1=[O:55]. (2) The reactants are: Cl.[Cl:2][C:3]1[N:4]=[C:5]([C:12]2[CH:13]=[N:14][CH:15]=[CH:16][CH:17]=2)[S:6][C:7]=1[NH:8][CH:9]1[CH2:11][CH2:10]1.[CH3:18][S:19][CH2:20][CH2:21][C:22](Cl)=[O:23].C([O-])(O)=O.[Na+]. Given the product [Cl:2][C:3]1[N:4]=[C:5]([C:12]2[CH:13]=[N:14][CH:15]=[CH:16][CH:17]=2)[S:6][C:7]=1[N:8]([CH:9]1[CH2:11][CH2:10]1)[C:22](=[O:23])[CH2:21][CH2:20][S:19][CH3:18], predict the reactants needed to synthesize it. (3) Given the product [Br:19][C:20]1[CH:21]=[CH:22][C:23]([O:24][CH2:25][C:26]([NH:28][CH2:29][C@H:30]([OH:31])[C:39]2[CH:44]=[CH:43][C:42]([O:45][CH2:46][O:47][CH2:48][CH2:49][Si:50]([CH3:53])([CH3:52])[CH3:51])=[C:41]([N:54]([S:63]([CH3:66])(=[O:65])=[O:64])[CH2:55][O:56][CH2:57][CH2:58][Si:59]([CH3:60])([CH3:61])[CH3:62])[CH:40]=2)=[O:27])=[CH:67][CH:68]=1, predict the reactants needed to synthesize it. The reactants are: [F-].C([N+](CCCC)(CCCC)CCCC)CCC.[Br:19][C:20]1[CH:68]=[CH:67][C:23]([O:24][CH2:25][C:26]([NH:28][CH2:29][C@@H:30]([C:39]2[CH:44]=[CH:43][C:42]([O:45][CH2:46][O:47][CH2:48][CH2:49][Si:50]([CH3:53])([CH3:52])[CH3:51])=[C:41]([N:54]([S:63]([CH3:66])(=[O:65])=[O:64])[CH2:55][O:56][CH2:57][CH2:58][Si:59]([CH3:62])([CH3:61])[CH3:60])[CH:40]=2)[O:31][Si](CC)(CC)CC)=[O:27])=[CH:22][CH:21]=1. (4) Given the product [ClH:1].[C:2]1([N:8]([CH2:32][CH2:33][C:34]([OH:36])=[O:35])[C:9]([C:11]2[CH:31]=[CH:30][C:14]3[N:15]([CH3:29])[C:16]([CH2:18][CH2:19][C:20]4[CH:25]=[CH:24][C:23]([C:26](=[NH:27])[NH2:28])=[CH:22][CH:21]=4)=[N:17][C:13]=3[CH:12]=2)=[O:10])[CH:3]=[CH:4][CH:5]=[CH:6][CH:7]=1, predict the reactants needed to synthesize it. The reactants are: [ClH:1].[C:2]1([N:8]([CH2:32][CH2:33][C:34]([O:36]CC)=[O:35])[C:9]([C:11]2[CH:31]=[CH:30][C:14]3[N:15]([CH3:29])[C:16]([CH2:18][CH2:19][C:20]4[CH:25]=[CH:24][C:23]([C:26](=[NH:28])[NH2:27])=[CH:22][CH:21]=4)=[N:17][C:13]=3[CH:12]=2)=[O:10])[CH:7]=[CH:6][CH:5]=[CH:4][CH:3]=1.[OH-].[Na+]. (5) Given the product [CH2:39]([N:36]1[CH2:37][CH2:38][CH:33]([NH:32][C:22](=[O:24])[C:21]2[CH:25]=[CH:26][C:18]([C:16]3[CH:15]=[N:14][C:10]4[NH:11][CH2:12][CH2:13][N:8]([CH2:7][C:6]5[CH:27]=[C:2]([Cl:1])[CH:3]=[CH:4][C:5]=5[C:28]([F:31])([F:30])[F:29])[C:9]=4[CH:17]=3)=[CH:19][CH:20]=2)[CH2:34][CH2:35]1)[C:40]1[CH:41]=[CH:42][CH:43]=[CH:44][CH:45]=1, predict the reactants needed to synthesize it. The reactants are: [Cl:1][C:2]1[CH:3]=[CH:4][C:5]([C:28]([F:31])([F:30])[F:29])=[C:6]([CH:27]=1)[CH2:7][N:8]1[CH2:13][CH2:12][NH:11][C:10]2[N:14]=[CH:15][C:16]([C:18]3[CH:26]=[CH:25][C:21]([C:22]([OH:24])=O)=[CH:20][CH:19]=3)=[CH:17][C:9]1=2.[NH2:32][CH:33]1[CH2:38][CH2:37][N:36]([CH2:39][C:40]2[CH:45]=[CH:44][CH:43]=[CH:42][CH:41]=2)[CH2:35][CH2:34]1. (6) The reactants are: [CH3:1][O:2][C:3]([C:5]1[C:9]2[N:10]=[CH:11][N:12]([CH2:15][C:16]3[C:25]4[C:20](=[CH:21][CH:22]=[CH:23][CH:24]=4)[CH:19]=[CH:18][N:17]=3)[C:13](=[O:14])[C:8]=2[N:7]([CH2:26][CH:27]=[C:28]([CH3:30])[CH3:29])[C:6]=1Cl)=[O:4].[C:32]([O:36][C:37]([N:39]1[CH2:45][CH2:44][CH2:43][NH:42][CH2:41][CH2:40]1)=[O:38])([CH3:35])([CH3:34])[CH3:33]. Given the product [CH3:1][O:2][C:3]([C:5]1[C:9]2[N:10]=[CH:11][N:12]([CH2:15][C:16]3[C:25]4[C:20](=[CH:21][CH:22]=[CH:23][CH:24]=4)[CH:19]=[CH:18][N:17]=3)[C:13](=[O:14])[C:8]=2[N:7]([CH2:26][CH:27]=[C:28]([CH3:30])[CH3:29])[C:6]=1[N:42]1[CH2:43][CH2:44][CH2:45][N:39]([C:37]([O:36][C:32]([CH3:35])([CH3:34])[CH3:33])=[O:38])[CH2:40][CH2:41]1)=[O:4], predict the reactants needed to synthesize it.